From a dataset of Forward reaction prediction with 1.9M reactions from USPTO patents (1976-2016). Predict the product of the given reaction. (1) Given the reactants [CH3:1][C:2]1([CH3:24])[NH:7][C:6](=[O:8])[C:5]2[S:9][C:10]([N:12]3[C:17]4[CH:18]=[C:19]([CH:22]=[O:23])[CH:20]=[CH:21][C:16]=4[O:15][CH2:14][CH2:13]3)=[N:11][C:4]=2[CH2:3]1.O[C:26]1[CH:27]=[N:28][CH:29]=[CH:30][CH:31]=1.C1(P(C2C=CC=CC=2)C2C=CC=CC=2)C=CC=CC=1.N(C(OCC)=O)=NC(OCC)=O, predict the reaction product. The product is: [CH3:1][C:2]1([CH3:24])[NH:7][C:6](=[O:8])[C:5]2[S:9][C:10]([N:12]3[C:17]4[CH:18]=[C:19]([CH2:22][O:23][C:26]5[CH:27]=[N:28][CH:29]=[CH:30][CH:31]=5)[CH:20]=[CH:21][C:16]=4[O:15][CH2:14][CH2:13]3)=[N:11][C:4]=2[CH2:3]1. (2) Given the reactants [C:1]([O:5][C:6](=[O:15])[NH:7][C:8]1[CH:13]=[CH:12][N:11]=[C:10]([Cl:14])[CH:9]=1)([CH3:4])([CH3:3])[CH3:2].[Li]C(C)(C)C.[CH2:21]1[O:23][CH2:22]1, predict the reaction product. The product is: [C:1]([O:5][C:6](=[O:15])[NH:7][C:8]1[CH:13]=[CH:12][N:11]=[C:10]([Cl:14])[C:9]=1[CH2:21][CH2:22][OH:23])([CH3:4])([CH3:2])[CH3:3]. (3) Given the reactants [CH3:1][C:2]1[CH:3]=[C:4]([CH2:11][CH:12]([NH:16][C:17]([N:19]2[CH2:24][CH2:23][CH:22]([N:25]3[CH2:34][C:33]4[C:28](=[CH:29][CH:30]=[CH:31][CH:32]=4)[NH:27][C:26]3=[O:35])[CH2:21][CH2:20]2)=[O:18])[C:13](O)=[O:14])[CH:5]=[C:6]2[C:10]=1[NH:9][N:8]=[CH:7]2.[CH:36]([N:39]([CH:42]([CH3:44])[CH3:43])[CH2:40][CH3:41])([CH3:38])C.C1[CH2:49][N:48]([P+](ON2N=NC3C=CC=CC2=3)(N2CCCC2)N2CCCC2)[CH2:47]C1.F[P-](F)(F)(F)(F)F.[CH3:78]N(C)C=O.C(Cl)Cl, predict the reaction product. The product is: [N:39]1([CH:42]2[CH2:43][CH2:49][N:48]([C:13](=[O:14])[CH:12]([NH:16][C:17]([N:19]3[CH2:24][CH2:23][CH:22]([N:25]4[CH2:34][C:33]5[C:28](=[CH:29][CH:30]=[CH:31][CH:32]=5)[NH:27][C:26]4=[O:35])[CH2:21][CH2:20]3)=[O:18])[CH2:11][C:4]3[CH:5]=[C:6]4[C:10](=[C:2]([CH3:1])[CH:3]=3)[NH:9][N:8]=[CH:7]4)[CH2:47][CH2:44]2)[CH2:36][CH2:38][CH2:78][CH2:41][CH2:40]1. (4) Given the reactants [CH2:1]([O:4][C:5]1[CH:16]=[C:15]2[C:8]([N:9]([Si](C(C)C)(C(C)C)C(C)C)[CH:10]=[C:11]2[CH2:12][CH2:13][NH2:14])=[CH:7][CH:6]=1)[CH2:2][CH3:3].[F:27][C:28]([F:42])([CH:39]([F:41])[F:40])[CH2:29][O:30][C:31]1[CH:32]=[C:33]([CH:36]=[CH:37][CH:38]=1)[CH:34]=O.[BH4-].[Na+].[F-].C([N+](CCCC)(CCCC)CCCC)CCC, predict the reaction product. The product is: [CH2:1]([O:4][C:5]1[CH:16]=[C:15]2[C:8](=[CH:7][CH:6]=1)[NH:9][CH:10]=[C:11]2[CH2:12][CH2:13][NH:14][CH2:34][C:33]1[CH:36]=[CH:37][CH:38]=[C:31]([O:30][CH2:29][C:28]([F:27])([F:42])[CH:39]([F:40])[F:41])[CH:32]=1)[CH2:2][CH3:3]. (5) Given the reactants [ClH:1].[N:2]1([CH2:8][CH2:9][CH2:10][O:11][C:12]2[CH:13]=[C:14]([CH2:28][CH2:29][CH2:30][CH2:31][C:32]3[CH:37]=[CH:36][C:35]([O:38][CH2:39][CH2:40][CH2:41][N:42]4[CH2:47][CH2:46][CH2:45][CH2:44][CH2:43]4)=[C:34]([O:48][CH2:49][CH2:50][CH2:51][N:52]4[CH2:57][CH2:56][CH2:55][CH2:54][CH2:53]4)[CH:33]=3)[CH:15]=[CH:16][C:17]=2[O:18][CH2:19][CH2:20][CH2:21][N:22]2[CH2:27][CH2:26][CH2:25][CH2:24][CH2:23]2)[CH2:7][CH2:6][CH2:5][CH2:4][CH2:3]1.CCOCC, predict the reaction product. The product is: [ClH:1].[ClH:1].[ClH:1].[ClH:1].[N:2]1([CH2:8][CH2:9][CH2:10][O:11][C:12]2[CH:13]=[C:14]([CH2:28][CH2:29][CH2:30][CH2:31][C:32]3[CH:37]=[CH:36][C:35]([O:38][CH2:39][CH2:40][CH2:41][N:42]4[CH2:43][CH2:44][CH2:45][CH2:46][CH2:47]4)=[C:34]([O:48][CH2:49][CH2:50][CH2:51][N:52]4[CH2:53][CH2:54][CH2:55][CH2:56][CH2:57]4)[CH:33]=3)[CH:15]=[CH:16][C:17]=2[O:18][CH2:19][CH2:20][CH2:21][N:22]2[CH2:23][CH2:24][CH2:25][CH2:26][CH2:27]2)[CH2:7][CH2:6][CH2:5][CH2:4][CH2:3]1. (6) Given the reactants [CH2:1]([O:8][C:9]1[C:14]([N+:15]([O-:17])=[O:16])=[CH:13][CH:12]=[C:11]([CH:18]=C)[N:10]=1)[C:2]1[CH:7]=[CH:6][CH:5]=[CH:4][CH:3]=1.CC[O:22]C(C)=O, predict the reaction product. The product is: [CH2:1]([O:8][C:9]1[N:10]=[C:11]([CH:18]=[O:22])[CH:12]=[CH:13][C:14]=1[N+:15]([O-:17])=[O:16])[C:2]1[CH:7]=[CH:6][CH:5]=[CH:4][CH:3]=1.